From a dataset of Full USPTO retrosynthesis dataset with 1.9M reactions from patents (1976-2016). Predict the reactants needed to synthesize the given product. (1) Given the product [CH2:13]([C:17]1[N:18]=[C:19]([CH3:46])[N:20]([C:39]2[CH:44]=[CH:43][CH:42]=[C:41]([CH3:45])[CH:40]=2)[C:21](=[O:38])[C:22]=1[CH2:23][C:24]1[CH:25]=[CH:26][C:27]([C:30]2[CH:35]=[CH:34][CH:33]=[CH:32][C:31]=2[C:36]2[NH:3][C:4](=[O:7])[O:5][N:37]=2)=[CH:28][CH:29]=1)[CH2:14][CH2:15][CH3:16], predict the reactants needed to synthesize it. The reactants are: [Cl-].O[NH3+:3].[C:4](=[O:7])([O-])[OH:5].[Na+].CS(C)=O.[CH2:13]([C:17]1[N:18]=[C:19]([CH3:46])[N:20]([C:39]2[CH:44]=[CH:43][CH:42]=[C:41]([CH3:45])[CH:40]=2)[C:21](=[O:38])[C:22]=1[CH2:23][C:24]1[CH:29]=[CH:28][C:27]([C:30]2[C:31]([C:36]#[N:37])=[CH:32][CH:33]=[CH:34][CH:35]=2)=[CH:26][CH:25]=1)[CH2:14][CH2:15][CH3:16]. (2) Given the product [C:18]1([CH:14]([C:8]2[CH:9]=[CH:10][CH:11]=[CH:12][CH:13]=2)[CH2:15][CH2:16][NH:17][C:2]2[CH:3]=[N:4][CH:5]=[CH:6][CH:7]=2)[CH:19]=[CH:20][CH:21]=[CH:22][CH:23]=1, predict the reactants needed to synthesize it. The reactants are: I[C:2]1[CH:3]=[N:4][CH:5]=[CH:6][CH:7]=1.[C:8]1([CH:14]([C:18]2[CH:23]=[CH:22][CH:21]=[CH:20][CH:19]=2)[CH2:15][CH2:16][NH2:17])[CH:13]=[CH:12][CH:11]=[CH:10][CH:9]=1.C(=O)([O-])[O-].[K+].[K+].N1CCC[C@H]1C(O)=O. (3) Given the product [Cl:13][CH2:14][C:15]([N:1]1[CH2:5][CH2:4][CH2:3][CH2:2]1)=[O:16], predict the reactants needed to synthesize it. The reactants are: [NH:1]1[CH2:5][CH2:4][CH2:3][CH2:2]1.C(N(CC)CC)C.[Cl:13][CH2:14][C:15](Cl)=[O:16]. (4) Given the product [F:33][C:30]([F:31])([F:32])[C:29]([C:26]1[CH:25]=[CH:24][C:23]([C:10]2([S:13]([C:16]3[CH:17]=[CH:18][C:19]([F:22])=[CH:20][CH:21]=3)(=[O:15])=[O:14])[CH2:11][CH2:12][NH:8][CH2:9]2)=[CH:28][CH:27]=1)([OH:38])[C:34]([F:37])([F:36])[F:35], predict the reactants needed to synthesize it. The reactants are: C([N:8]1[CH2:12][CH2:11][C:10]([C:23]2[CH:28]=[CH:27][C:26]([C:29]([O:38]CC3C=CC=CC=3)([C:34]([F:37])([F:36])[F:35])[C:30]([F:33])([F:32])[F:31])=[CH:25][CH:24]=2)([S:13]([C:16]2[CH:21]=[CH:20][C:19]([F:22])=[CH:18][CH:17]=2)(=[O:15])=[O:14])[CH2:9]1)C1C=CC=CC=1.Cl.FC(F)(F)C(C1C=CC(C2(S(C3C=CC(F)=CC=3)(=O)=O)CCNC2)=CC=1)(O)C(F)(F)F. (5) Given the product [C:16]([O:18][CH:7]([CH3:8])[CH2:6][O:10][CH3:11])(=[O:17])[CH3:15], predict the reactants needed to synthesize it. The reactants are: C[Si](O[C:6]([O:10][CH3:11])=[C:7](C)[CH3:8])(C)C.ClC1C=[C:15](C=CC=1)[C:16]([O-:18])=[O:17].C([N+](CCCC)(CCCC)CCCC)CCC.C(OC)(=O)C(C)=C.C(OCCN(C)C)(=O)C(C)=C.